From a dataset of Forward reaction prediction with 1.9M reactions from USPTO patents (1976-2016). Predict the product of the given reaction. The product is: [CH3:27][CH:28]([CH3:32])[CH2:29][N:30]1[C:5]([C:7]2[C:12](=[O:13])[CH:11]=[CH:10][N:9]([C:14]3[CH:15]=[CH:16][C:17]([N:20]4[CH2:25][CH2:24][O:23][CH2:22][CH2:21]4)=[CH:18][CH:19]=3)[N:8]=2)=[CH:4][CH:3]=[N:31]1. Given the reactants CN(C)[CH:3]=[CH:4][C:5]([C:7]1[C:12](=[O:13])[CH:11]=[CH:10][N:9]([C:14]2[CH:19]=[CH:18][C:17]([N:20]3[CH2:25][CH2:24][O:23][CH2:22][CH2:21]3)=[CH:16][CH:15]=2)[N:8]=1)=O.[CH3:27][CH:28]([CH3:32])[CH2:29][NH:30][NH2:31], predict the reaction product.